The task is: Predict the product of the given reaction.. This data is from Forward reaction prediction with 1.9M reactions from USPTO patents (1976-2016). (1) Given the reactants C([CH:4]([CH2:15][CH2:16][CH2:17][CH2:18][CH2:19][CH2:20][CH2:21][CH2:22][CH2:23][CH2:24][CH2:25][CH3:26])[CH2:5][CH2:6][P:7](=[O:14])([O:11][CH2:12][CH3:13])[O:8][CH2:9][CH3:10])(O)=O.Cl[C:28]([O:30][CH3:31])=[O:29].[N-:32]=[N+]=[N-].[Na+].C(O)[C:37]1[CH:42]=[CH:41][CH:40]=[CH:39][CH:38]=1, predict the reaction product. The product is: [CH2:31]([O:30][C:28]([NH:32][CH:4]([CH2:15][CH2:16][CH2:17][CH2:18][CH2:19][CH2:20][CH2:21][CH2:22][CH2:23][CH2:24][CH2:25][CH3:26])[CH2:5][CH2:6][P:7](=[O:14])([O:8][CH2:9][CH3:10])[O:11][CH2:12][CH3:13])=[O:29])[C:37]1[CH:42]=[CH:41][CH:40]=[CH:39][CH:38]=1. (2) The product is: [CH3:4][C:3]1[C:6]([CH3:12])=[CH:7][C:8]([CH3:11])=[C:9]([CH3:10])[C:2]=1[OH:1]. Given the reactants [OH:1][C:2]1[C:9]([CH3:10])=[C:8]([CH3:11])[CH:7]=[C:6]([CH3:12])[C:3]=1[CH:4]=O, predict the reaction product.